This data is from Experimentally validated miRNA-target interactions with 360,000+ pairs, plus equal number of negative samples. The task is: Binary Classification. Given a miRNA mature sequence and a target amino acid sequence, predict their likelihood of interaction. The miRNA is hsa-miR-197-5p with sequence CGGGUAGAGAGGGCAGUGGGAGG. The protein sequence of the target gene is MTGARASAAEQRRAGRSGQARAAERAAGMSGAGRALAALLLAASVLSAALLAPGGSSGRDAQAAPPRDLDKKRHAELKMDQALLLIHNELLWTNLTVYWKSECCYHCLFQVLVNVPQSPKAGKPSAAAASVSTQHGSILQLNDTLEEKEVCRLEYRFGEFGNYSLLVKNIHNGVSEIACDLAVNEDPVDSNLPVSIAFLIGLAVIIVISFLRLLLSLDDFNNWISKAISSRETDRLINSELGSPSRTDPLDGDVQPATWRLSALPPRLRSVDTFRGIALILMVFVNYGGGKYWYFKHASW.... Result: 0 (no interaction).